This data is from Forward reaction prediction with 1.9M reactions from USPTO patents (1976-2016). The task is: Predict the product of the given reaction. (1) Given the reactants [NH2:1][C:2]1[CH:3]=[C:4]([C:27]2[CH:32]=[CH:31][C:30]([O:33][CH3:34])=[CH:29][CH:28]=2)[CH:5]=[CH:6][C:7]=1[C:8]([NH:10][C@H:11]([C:20]([O:22][C:23]([CH3:26])([CH3:25])[CH3:24])=[O:21])[CH2:12][C:13]([O:15][C:16]([CH3:19])([CH3:18])[CH3:17])=[O:14])=[O:9].[N:35]([C:38]1[C:43]([CH3:44])=[CH:42][C:41]([CH3:45])=[CH:40][C:39]=1[CH3:46])=[C:36]=[O:37], predict the reaction product. The product is: [CH3:34][O:33][C:30]1[CH:29]=[CH:28][C:27]([C:4]2[CH:5]=[CH:6][C:7]([C:8]([NH:10][C@H:11]([C:20]([O:22][C:23]([CH3:25])([CH3:26])[CH3:24])=[O:21])[CH2:12][C:13]([O:15][C:16]([CH3:17])([CH3:18])[CH3:19])=[O:14])=[O:9])=[C:2]([NH:1][C:36]([NH:35][C:38]3[C:39]([CH3:46])=[CH:40][C:41]([CH3:45])=[CH:42][C:43]=3[CH3:44])=[O:37])[CH:3]=2)=[CH:32][CH:31]=1. (2) Given the reactants [CH:1]1([O:5][C:6]2[N:14]=[C:13]3[C:9]([N:10]=[C:11]([O:21][CH3:22])[N:12]3[CH:15]3[CH2:20][CH2:19][CH2:18][CH2:17][O:16]3)=[C:8]([NH2:23])[N:7]=2)[CH2:4][CH2:3][CH2:2]1.Br[C:25]1N(C2CCCCO2)C2C(N=1)=C(N)N=C(OC1CCCC1)N=2, predict the reaction product. The product is: [CH:1]1([O:5][C:6]2[N:14]=[C:13]3[C:9]([N:10]=[C:11]([O:21][CH3:22])[N:12]3[CH:15]3[CH2:20][CH2:19][CH2:18][CH2:17][O:16]3)=[C:8]([NH2:23])[N:7]=2)[CH2:2][CH2:25][CH2:3][CH2:4]1.